Task: Predict which catalyst facilitates the given reaction.. Dataset: Catalyst prediction with 721,799 reactions and 888 catalyst types from USPTO (1) Reactant: Br.[Br:2][CH2:3][CH2:4][NH2:5].[C:6](O[C:6]([O:8][C:9]([CH3:12])([CH3:11])[CH3:10])=[O:7])([O:8][C:9]([CH3:12])([CH3:11])[CH3:10])=[O:7].C(N(CC)CC)C.O1CCCC1. Product: [Br:2][CH2:3][CH2:4][NH:5][C:6](=[O:7])[O:8][C:9]([CH3:12])([CH3:11])[CH3:10]. The catalyst class is: 13. (2) The catalyst class is: 69. Product: [F:1][C:2](=[C:18]1[CH2:23][CH2:22][O:21][CH2:20][CH2:19]1)[C:3]1[S:25][C:7]([C:8]2[CH:13]=[CH:12][CH:11]=[CH:10][C:9]=2[N+:14]([O-:16])=[O:15])=[N:6][N:5]=1. Reactant: [F:1][C:2](=[C:18]1[CH2:23][CH2:22][O:21][CH2:20][CH2:19]1)[C:3]([NH:5][NH:6][C:7](=O)[C:8]1[CH:13]=[CH:12][CH:11]=[CH:10][C:9]=1[N+:14]([O-:16])=[O:15])=O.P12(SP3(SP(SP(S3)(S1)=S)(=S)S2)=S)=[S:25].C1(C)C=CC=CC=1. (3) Product: [Si:27]([O:15][CH2:14][C@@H:3]1[C@@H:2]([OH:1])[CH2:6][CH2:5][N:4]1[C:7]([O:9][C:10]([CH3:11])([CH3:12])[CH3:13])=[O:8])([C:24]([CH3:26])([CH3:25])[CH3:23])([CH3:29])[CH3:28]. The catalyst class is: 154. Reactant: [OH:1][C@H:2]1[CH2:6][CH2:5][N:4]([C:7]([O:9][C:10]([CH3:13])([CH3:12])[CH3:11])=[O:8])[C@@H:3]1[CH2:14][OH:15].CCN(CC)CC.[CH3:23][C:24]([Si:27](Cl)([CH3:29])[CH3:28])([CH3:26])[CH3:25]. (4) Reactant: C([N:8]1[CH2:13][CH2:12][N:11]([CH2:14][CH2:15][CH2:16][C:17]([C:27]#[N:28])([C:21]2[CH:26]=[CH:25][CH:24]=[CH:23][CH:22]=2)[CH:18]([CH3:20])[CH3:19])[CH2:10][CH:9]1[C:29]([O:31][CH2:32][CH3:33])=[O:30])C1C=CC=CC=1.[H][H]. Product: [C:27]([C:17]([C:21]1[CH:26]=[CH:25][CH:24]=[CH:23][CH:22]=1)([CH:18]([CH3:20])[CH3:19])[CH2:16][CH2:15][CH2:14][N:11]1[CH2:12][CH2:13][NH:8][CH:9]([C:29]([O:31][CH2:32][CH3:33])=[O:30])[CH2:10]1)#[N:28]. The catalyst class is: 29. (5) Reactant: [F:1][C:2]1[CH:3]=[C:4]([CH:16]=[CH:17][C:18]=1[F:19])[CH2:5][O:6][CH2:7][C:8]1[O:12][N:11]=[C:10]([C:13]([OH:15])=O)[CH:9]=1.Cl.[O:21]1[CH2:25][CH2:24][CH:23]([CH2:26][NH2:27])[CH2:22]1.C(N(CC)CC)C.ON1C2C=CC=CC=2N=N1.Cl.C(N=C=NCCCN(C)C)C. Product: [O:21]1[CH2:25][CH2:24][CH:23]([CH2:26][NH:27][C:13]([C:10]2[CH:9]=[C:8]([CH2:7][O:6][CH2:5][C:4]3[CH:16]=[CH:17][C:18]([F:19])=[C:2]([F:1])[CH:3]=3)[O:12][N:11]=2)=[O:15])[CH2:22]1. The catalyst class is: 22. (6) Reactant: Cl.[CH3:2][C@H:3]1[N:8]([CH2:9][C:10]([F:13])([F:12])[F:11])[C:7](=[O:14])[C@@H:6]([NH:15][S:16]([C:19]2[CH:20]=[C:21]3[CH2:44][C@@:26]4([C:34]5[C:29](=[N:30][CH:31]=[CH:32][CH:33]=5)[N:28](COCC[Si](C)(C)C)[C:27]4=[O:43])[CH2:25][C:22]3=[N:23][CH:24]=2)(=[O:18])=[O:17])[CH2:5][C@H:4]1[C:45]1[CH:50]=[CH:49][CH:48]=[CH:47][CH:46]=1. Product: [CH3:2][C@H:3]1[N:8]([CH2:9][C:10]([F:13])([F:12])[F:11])[C:7](=[O:14])[C@@H:6]([NH:15][S:16]([C:19]2[CH:20]=[C:21]3[CH2:44][C@@:26]4([C:34]5[C:29](=[N:30][CH:31]=[CH:32][CH:33]=5)[NH:28][C:27]4=[O:43])[CH2:25][C:22]3=[N:23][CH:24]=2)(=[O:18])=[O:17])[CH2:5][C@H:4]1[C:45]1[CH:46]=[CH:47][CH:48]=[CH:49][CH:50]=1. The catalyst class is: 12. (7) Reactant: [OH-].[Na+:2].[O:3]1[CH:7]=[CH:6][CH:5]=[C:4]1[C:8]1[CH:16]=[CH:15][C:11]([C:12]([OH:14])=[O:13])=[C:10]([NH:17][C:18](=[O:28])[C:19]2[CH:24]=[C:23]([O:25][CH3:26])[CH:22]=[CH:21][C:20]=2[OH:27])[CH:9]=1. Product: [O:3]1[CH:7]=[CH:6][CH:5]=[C:4]1[C:8]1[CH:16]=[CH:15][C:11]([C:12]([O-:14])=[O:13])=[C:10]([NH:17][C:18](=[O:28])[C:19]2[CH:24]=[C:23]([O:25][CH3:26])[CH:22]=[CH:21][C:20]=2[OH:27])[CH:9]=1.[Na+:2]. The catalyst class is: 8. (8) Reactant: [C:1]([O:5][C:6](=[O:21])[CH2:7][C:8]1([CH2:17][N+:18]([O-])=O)[CH2:14][CH:13]2[CH:9]1[CH:10]=[C:11]([CH2:15][CH3:16])[CH2:12]2)([CH3:4])([CH3:3])[CH3:2].[H][H]. Product: [C:1]([O:5][C:6](=[O:21])[CH2:7][C:8]1([CH2:17][NH2:18])[CH2:14][CH:13]2[CH:9]1[CH:10]=[C:11]([CH2:15][CH3:16])[CH2:12]2)([CH3:3])([CH3:2])[CH3:4]. The catalyst class is: 470. (9) Reactant: C[O:2][C:3](=[O:36])[C:4]1[CH:9]=[CH:8][CH:7]=[CH:6][C:5]=1[NH:10][C:11]1[CH:19]=[C:18]2[C:14]([C:15]([CH:26]=[CH:27][C:28]3[CH:33]=[C:32]([CH3:34])[CH:31]=[C:30]([CH3:35])[N:29]=3)=[N:16][N:17]2[CH:20]2[CH2:25][CH2:24][CH2:23][CH2:22][O:21]2)=[CH:13][CH:12]=1.CO.[OH-].[K+]. Product: [CH3:34][C:32]1[CH:31]=[C:30]([CH3:35])[N:29]=[C:28]([CH:27]=[CH:26][C:15]2[C:14]3[C:18](=[CH:19][C:11]([NH:10][C:5]4[CH:6]=[CH:7][CH:8]=[CH:9][C:4]=4[C:3]([OH:36])=[O:2])=[CH:12][CH:13]=3)[N:17]([CH:20]3[CH2:25][CH2:24][CH2:23][CH2:22][O:21]3)[N:16]=2)[CH:33]=1. The catalyst class is: 20. (10) Reactant: [C:1]([C:5]1[CH:10]=[CH:9][C:8]([C:11]2[CH:16]=[CH:15][CH:14]=[C:13]([CH:17]3[CH2:26][C:25]([CH3:28])([CH3:27])[C:24]4[C:19](=[CH:20][CH:21]=[C:22]([C:29](O)=[O:30])[CH:23]=4)[NH:18]3)[CH:12]=2)=[CH:7][CH:6]=1)([CH3:4])([CH3:3])[CH3:2].Cl.CN(C)CCCN=C=NCC.[CH:44]1([S:47]([NH2:50])(=[O:49])=[O:48])[CH2:46][CH2:45]1. Product: [C:1]([C:5]1[CH:10]=[CH:9][C:8]([C:11]2[CH:16]=[CH:15][CH:14]=[C:13]([CH:17]3[CH2:26][C:25]([CH3:28])([CH3:27])[C:24]4[C:19](=[CH:20][CH:21]=[C:22]([C:29]([NH:50][S:47]([CH:44]5[CH2:46][CH2:45]5)(=[O:49])=[O:48])=[O:30])[CH:23]=4)[NH:18]3)[CH:12]=2)=[CH:7][CH:6]=1)([CH3:2])([CH3:3])[CH3:4]. The catalyst class is: 119.